Dataset: TCR-epitope binding with 47,182 pairs between 192 epitopes and 23,139 TCRs. Task: Binary Classification. Given a T-cell receptor sequence (or CDR3 region) and an epitope sequence, predict whether binding occurs between them. (1) The epitope is KPLEFGATSAAL. The TCR CDR3 sequence is CASSSPGHSDNIQYF. Result: 1 (the TCR binds to the epitope). (2) The epitope is IPSINVHHY. The TCR CDR3 sequence is CSASGYSNQPQHF. Result: 0 (the TCR does not bind to the epitope). (3) The epitope is SQASSRSSSR. The TCR CDR3 sequence is CASSAGTGERNEQFF. Result: 0 (the TCR does not bind to the epitope). (4) The epitope is LLFNKVTLA. The TCR CDR3 sequence is CASSLAGFSYEQYF. Result: 0 (the TCR does not bind to the epitope). (5) The epitope is NQKLIANQF. The TCR CDR3 sequence is CASSPLHNEQFF. Result: 0 (the TCR does not bind to the epitope). (6) The epitope is GPGHKARVL. The TCR CDR3 sequence is CASSEGNTDTQYF. Result: 0 (the TCR does not bind to the epitope). (7) The epitope is NLNESLIDL. The TCR CDR3 sequence is CASSHGDRAAEAFF. Result: 1 (the TCR binds to the epitope). (8) The epitope is VVYRGTTTY. The TCR CDR3 sequence is CASSLPQNYGYTF. Result: 1 (the TCR binds to the epitope).